This data is from Forward reaction prediction with 1.9M reactions from USPTO patents (1976-2016). The task is: Predict the product of the given reaction. (1) Given the reactants [OH:1][CH2:2][CH2:3][O:4][CH2:5][CH2:6][NH:7][C:8](=[O:14])[O:9][C:10]([CH3:13])([CH3:12])[CH3:11].[H-].[Na+].[CH2:17](I)[CH3:18], predict the reaction product. The product is: [CH2:17]([O:1][CH2:2][CH2:3][O:4][CH2:5][CH2:6][NH:7][C:8](=[O:14])[O:9][C:10]([CH3:11])([CH3:13])[CH3:12])[CH3:18]. (2) Given the reactants [CH3:1][C:2]1[C:7]([C:8]([OH:10])=O)=[CH:6][N:5]=[C:4]([C:11]2[CH:16]=[CH:15][CH:14]=[CH:13][N:12]=2)[N:3]=1.CN(C(ON1N=NC2C=CC=NC1=2)=[N+](C)C)C.F[P-](F)(F)(F)(F)F.CCN(C(C)C)C(C)C.[NH2:50][N:51]1[C:59]2[C:54](=[CH:55][C:56]([F:60])=[CH:57][CH:58]=2)[C:53]([CH2:61][C:62]([CH3:65])([OH:64])[CH3:63])=[CH:52]1, predict the reaction product. The product is: [F:60][C:56]1[CH:55]=[C:54]2[C:59](=[CH:58][CH:57]=1)[N:51]([NH:50][C:8]([C:7]1[C:2]([CH3:1])=[N:3][C:4]([C:11]3[CH:16]=[CH:15][CH:14]=[CH:13][N:12]=3)=[N:5][CH:6]=1)=[O:10])[CH:52]=[C:53]2[CH2:61][C:62]([OH:64])([CH3:63])[CH3:65]. (3) The product is: [Cl:10][C:11]1[CH:12]=[CH:13][C:14]2[N:15]([C:2]([C:3]([O:5][CH2:6][CH3:7])=[O:4])=[CH:8][N:17]=2)[N:16]=1. Given the reactants Cl[CH:2]([CH:8]=O)[C:3]([O:5][CH2:6][CH3:7])=[O:4].[Cl:10][C:11]1[N:16]=[N:15][C:14]([NH2:17])=[CH:13][CH:12]=1, predict the reaction product.